This data is from Reaction yield outcomes from USPTO patents with 853,638 reactions. The task is: Predict the reaction yield, written as a fraction of the theoretical maximum amount of product (1.0 means a 100% yield; for example, 0.34 means a 34% yield). (1) The reactants are [C:1]([O:9][C@H:10]1[C@H:14]([F:15])[C@H:13]([N:16]2[CH:21]=[CH:20][C:19]([NH:22][C:23](=[O:30])[C:24]3[CH:29]=[CH:28][CH:27]=[CH:26][CH:25]=3)=[N:18][C:17]2=[O:31])[O:12][C@@H:11]1[CH2:32]Br)(=[O:8])[C:2]1[CH:7]=[CH:6][CH:5]=[CH:4][CH:3]=1.[P:34]([O:41]CC)([O:38][CH2:39][CH3:40])[O:35][CH2:36][CH3:37]. No catalyst specified. The product is [C:1]([O:9][C@H:10]1[C@H:14]([F:15])[C@H:13]([N:16]2[CH:21]=[CH:20][C:19]([NH:22][C:23](=[O:30])[C:24]3[CH:29]=[CH:28][CH:27]=[CH:26][CH:25]=3)=[N:18][C:17]2=[O:31])[O:12][C@@H:11]1[CH2:32][P:34]([O:38][CH2:39][CH3:40])([O:35][CH2:36][CH3:37])=[O:41])(=[O:8])[C:2]1[CH:7]=[CH:6][CH:5]=[CH:4][CH:3]=1. The yield is 0.440. (2) The reactants are Cl.O1CCOCC1.[CH2:8]([O:10][C:11]([C@H:13]1[CH2:18][CH2:17][CH2:16][N:15]([C:19](=[O:27])[C:20]2[CH:25]=[CH:24][CH:23]=[CH:22][C:21]=2[CH3:26])[C@H:14]1[C:28]1[CH:33]=[CH:32][C:31]([NH:34]C(OC(C)(C)C)=O)=[CH:30][CH:29]=1)=[O:12])[CH3:9].C([O-])(O)=O.[Na+]. The catalyst is C(Cl)Cl. The product is [CH2:8]([O:10][C:11]([C@H:13]1[CH2:18][CH2:17][CH2:16][N:15]([C:19](=[O:27])[C:20]2[CH:25]=[CH:24][CH:23]=[CH:22][C:21]=2[CH3:26])[C@H:14]1[C:28]1[CH:29]=[CH:30][C:31]([NH2:34])=[CH:32][CH:33]=1)=[O:12])[CH3:9]. The yield is 0.970. (3) The reactants are [O:1]1[C:5]2[CH:6]=[CH:7][C:8]([C:10]3[S:11][CH:12]=[C:13]([C:15](Cl)=[O:16])[N:14]=3)=[CH:9][C:4]=2[CH2:3][CH2:2]1.[CH:18]([S:21][C:22]1[N:26]=[C:25]([NH2:27])[NH:24][N:23]=1)([CH3:20])[CH3:19]. The catalyst is N1C=CC=CC=1. The yield is 0.270. The product is [O:1]1[C:5]2[CH:6]=[CH:7][C:8]([C:10]3[S:11][CH:12]=[C:13]([C:15]([NH:27][C:25]4[NH:24][N:23]=[C:22]([S:21][CH:18]([CH3:20])[CH3:19])[N:26]=4)=[O:16])[N:14]=3)=[CH:9][C:4]=2[CH2:3][CH2:2]1. (4) The reactants are [C:1]1([C:7]2[N:11]3[CH2:12][CH2:13][N:14](C(OC(C)(C)C)=O)[CH2:15][C:10]3=[C:9]([C:23](=[O:35])[NH:24][CH:25]3[C:30]([CH3:32])([CH3:31])[CH:29]4[CH2:33][C:26]3([CH3:34])[CH2:27][CH2:28]4)[N:8]=2)[CH:6]=[CH:5][CH:4]=[CH:3][CH:2]=1.[ClH:36]. The catalyst is C(Cl)Cl. The product is [ClH:36].[C:1]1([C:7]2[N:11]3[CH2:12][CH2:13][NH:14][CH2:15][C:10]3=[C:9]([C:23]([NH:24][CH:25]3[C:30]([CH3:31])([CH3:32])[CH:29]4[CH2:33][C:26]3([CH3:34])[CH2:27][CH2:28]4)=[O:35])[N:8]=2)[CH:2]=[CH:3][CH:4]=[CH:5][CH:6]=1. The yield is 1.00. (5) The catalyst is CS(C)=O. The yield is 0.550. The reactants are [C:1](ON1C(=O)CCC1=O)(=[O:3])[CH3:2].[NH2:12][CH2:13][CH2:14][CH2:15][O:16][C:17]1[CH:26]=[C:25]2[C:20]([CH:21]=[C:22]([C:28]3[N:29]=[N:30][C:31]([N:34]([CH3:45])[CH:35]4[CH2:40][C:39]([CH3:42])([CH3:41])[NH:38][C:37]([CH3:44])([CH3:43])[CH2:36]4)=[CH:32][CH:33]=3)[C:23]([OH:27])=[CH:24]2)=[CH:19][CH:18]=1.CCOCC. The product is [OH:27][C:23]1[CH:24]=[C:25]2[C:20]([CH:19]=[CH:18][C:17]([O:16][CH2:15][CH2:14][CH2:13][NH:12][C:1](=[O:3])[CH3:2])=[CH:26]2)=[CH:21][C:22]=1[C:28]1[N:29]=[N:30][C:31]([N:34]([CH3:45])[CH:35]2[CH2:40][C:39]([CH3:41])([CH3:42])[NH:38][C:37]([CH3:44])([CH3:43])[CH2:36]2)=[CH:32][CH:33]=1. (6) The yield is 0.190. The reactants are [CH3:1][N:2]1[C:7](=[O:8])[C:6]([NH:9][C:10]2[CH:15]=[CH:14][C:13]([N:16]3[CH2:21][CH2:20][N:19]([CH:22]4[CH2:25][O:24][CH2:23]4)[CH2:18][C@H:17]3[CH3:26])=[CH:12][N:11]=2)=[CH:5][C:4]([C:27]2[CH:32]=[CH:31][N:30]=[C:29]([N:33]3[C:45](=[O:46])[C:44]4[S:43][C:42]5[CH2:41][CH2:40][CH2:39][CH2:38][C:37]=5[C:36]=4[CH:35]=[N:34]3)[C:28]=2[CH:47]=[O:48])=[CH:3]1.[BH4-].[Na+]. The catalyst is CO. The product is [OH:48][CH2:47][C:28]1[C:29]([N:33]2[C:45](=[O:46])[C:44]3[S:43][C:42]4[CH2:41][CH2:40][CH2:39][CH2:38][C:37]=4[C:36]=3[CH:35]=[N:34]2)=[N:30][CH:31]=[CH:32][C:27]=1[C:4]1[CH:5]=[C:6]([NH:9][C:10]2[CH:15]=[CH:14][C:13]([N:16]3[CH2:21][CH2:20][N:19]([CH:22]4[CH2:23][O:24][CH2:25]4)[CH2:18][C@H:17]3[CH3:26])=[CH:12][N:11]=2)[C:7](=[O:8])[N:2]([CH3:1])[CH:3]=1. (7) The reactants are Br[CH2:2][C:3]1[CH:11]=[CH:10][C:6]([C:7]([OH:9])=[O:8])=[CH:5][C:4]=1[N+:12]([O-:14])=[O:13].[NH3:15]. The catalyst is CCO. The product is [NH2:15][CH2:2][C:3]1[CH:11]=[CH:10][C:6]([C:7]([OH:9])=[O:8])=[CH:5][C:4]=1[N+:12]([O-:14])=[O:13]. The yield is 0.680.